Predict the reactants needed to synthesize the given product. From a dataset of Full USPTO retrosynthesis dataset with 1.9M reactions from patents (1976-2016). (1) Given the product [CH3:1][N:2]([CH3:38])[CH2:3][CH2:4][CH2:5][NH:6][N:7]=[C:8]([C:10]1[C:19]2[C:18]([C:20]([OH:22])=[O:21])=[CH:17][C:16]([NH:39][CH2:40][CH2:41][N:42]3[CH2:47][CH2:46][CH2:45][CH2:44][CH2:43]3)=[C:15]([C:24]([OH:26])=[O:25])[C:14]=2[C:13]([C:27](=[N:29][NH:30][CH2:31][CH2:32][CH2:33][N:34]([CH3:36])[CH3:35])[OH:28])=[CH:12][C:11]=1[NH:39][CH2:40][CH2:41][N:42]1[CH2:47][CH2:46][CH2:45][CH2:44][CH2:43]1)[OH:9], predict the reactants needed to synthesize it. The reactants are: [CH3:1][N:2]([CH3:38])[CH2:3][CH2:4][CH2:5][NH:6][N:7]=[C:8]([C:10]1[C:19]2[C:18]([C:20]([OH:22])=[O:21])=[CH:17][C:16](Cl)=[C:15]([C:24]([OH:26])=[O:25])[C:14]=2[C:13]([C:27](=[N:29][NH:30][CH2:31][CH2:32][CH2:33][N:34]([CH3:36])[CH3:35])[OH:28])=[CH:12][C:11]=1Cl)[OH:9].[NH2:39][CH2:40][CH2:41][N:42]1[CH2:47][CH2:46][CH2:45][CH2:44][CH2:43]1. (2) Given the product [CH:7]1([CH2:10][N:11]2[C:15]3[CH:16]=[CH:17][C:18]([S:20]([C:23]([CH3:28])([CH3:29])[CH2:24][OH:25])(=[O:22])=[O:21])=[CH:19][C:14]=3[N:13]=[C:12]2[CH2:30][C:31]([CH3:34])([CH3:33])[CH3:32])[CH2:8][CH2:9]1, predict the reactants needed to synthesize it. The reactants are: [H-].[Al+3].[Li+].[H-].[H-].[H-].[CH:7]1([CH2:10][N:11]2[C:15]3[CH:16]=[CH:17][C:18]([S:20]([C:23]([CH3:29])([CH3:28])[C:24](OC)=[O:25])(=[O:22])=[O:21])=[CH:19][C:14]=3[N:13]=[C:12]2[CH2:30][C:31]([CH3:34])([CH3:33])[CH3:32])[CH2:9][CH2:8]1.[F-].[K+].O.O.O.O.O.O.O.O.O.O.S([O-])([O-])(=O)=O.[Na+].[Na+]. (3) Given the product [CH3:21][C:22]1[CH:27]=[CH:26][CH:25]=[C:24]([CH3:28])[C:23]=1[C:2]1[CH:3]=[C:4]2[C:9](=[CH:10][CH:11]=1)[N:8]=[C:7]([NH:12][CH2:13][CH2:14][N:15]1[CH2:20][CH2:19][O:18][CH2:17][CH2:16]1)[N:6]=[CH:5]2, predict the reactants needed to synthesize it. The reactants are: Br[C:2]1[CH:3]=[C:4]2[C:9](=[CH:10][CH:11]=1)[N:8]=[C:7]([NH:12][CH2:13][CH2:14][N:15]1[CH2:20][CH2:19][O:18][CH2:17][CH2:16]1)[N:6]=[CH:5]2.[CH3:21][C:22]1[CH:27]=[CH:26][CH:25]=[C:24]([CH3:28])[C:23]=1B(O)O.C([O-])([O-])=O.[K+].[K+].O. (4) Given the product [O:20]1[CH:24]=[CH:23][CH:22]=[C:21]1[CH2:25][N:4]1[CH2:3][CH2:2][N:1]([C:7]2[CH:8]=[CH:9][C:10]3[N:11]([C:13]([C:16]([F:17])([F:18])[F:19])=[N:14][N:15]=3)[N:12]=2)[CH2:6][CH2:5]1, predict the reactants needed to synthesize it. The reactants are: [N:1]1([C:7]2[CH:8]=[CH:9][C:10]3[N:11]([C:13]([C:16]([F:19])([F:18])[F:17])=[N:14][N:15]=3)[N:12]=2)[CH2:6][CH2:5][NH:4][CH2:3][CH2:2]1.[O:20]1[CH:24]=[CH:23][CH:22]=[C:21]1[CH:25]=O. (5) The reactants are: [H-].[Al+3].[Li+].[H-].[H-].[H-].[NH2:7][C:8]1[C:18]([N+:19]([O-])=O)=[CH:17][CH:16]=[CH:15][C:9]=1[C:10]([N:12]([CH3:14])[CH3:13])=O.[OH-].[Na+].[O-]S([O-])(=O)=O.[Na+].[Na+]. Given the product [CH3:14][N:12]([CH2:10][C:9]1[CH:15]=[CH:16][CH:17]=[C:18]([NH2:19])[C:8]=1[NH2:7])[CH3:13], predict the reactants needed to synthesize it. (6) Given the product [CH2:1]([O:8][C:9]([N:11]1[CH2:15][CH2:14][CH2:13][C@H:12]1[C:16]1[O:26][C:19]2[CH:20]=[CH:21][C:22]([Br:24])=[CH:23][C:18]=2[N:17]=1)=[O:10])[C:2]1[CH:3]=[CH:4][CH:5]=[CH:6][CH:7]=1, predict the reactants needed to synthesize it. The reactants are: [CH2:1]([O:8][C:9]([N:11]1[CH2:15][CH2:14][CH2:13][CH:12]1[C:16](=[O:26])[NH:17][C:18]1[CH:23]=[C:22]([Br:24])[CH:21]=[CH:20][C:19]=1O)=[O:10])[C:2]1[CH:7]=[CH:6][CH:5]=[CH:4][CH:3]=1. (7) The reactants are: [CH3:1][N:2]1[CH2:7][CH2:6][N:5]([C:8]2[CH:13]=[CH:12][C:11](N=C=S)=[CH:10][CH:9]=2)[CH2:4][CH2:3]1.[N+]([O-])(O)=O.C[C:22]1C=C(C)[N:24]([C:28]([NH2:30])=[NH:29])[N:23]=1.CC(C)([O-])C.[K+].[NH2:37]N. Given the product [CH3:1][N:2]1[CH2:3][CH2:4][N:5]([C:8]2[CH:9]=[C:10]([CH:11]=[CH:12][CH:13]=2)[NH:37][C:22]2[N:29]=[C:28]([NH2:30])[NH:24][N:23]=2)[CH2:6][CH2:7]1, predict the reactants needed to synthesize it. (8) Given the product [F:1][C:2]1([CH2:12][CH2:13][CH:14]2[C:22]3[C:17](=[CH:18][CH:19]=[CH:20][CH:21]=3)[C:16]3=[CH:23][N:24]=[CH:25][N:15]23)[CH2:3][CH2:4][CH:5]([C:8]2([OH:10])[CH2:27][CH2:26]2)[CH2:6][CH2:7]1, predict the reactants needed to synthesize it. The reactants are: [F:1][C:2]1([CH2:12][CH2:13][CH:14]2[C:22]3[C:17](=[CH:18][CH:19]=[CH:20][CH:21]=3)[C:16]3=[CH:23][N:24]=[CH:25][N:15]23)[CH2:7][CH2:6][CH:5]([C:8]([O:10]C)=O)[CH2:4][CH2:3]1.[CH3:26][CH2:27][Mg+].[Br-].CC(O)C. (9) Given the product [I:1][C:2]1[C:3](=[O:19])[C:4]2[CH:9]=[CH:8][N:7]([CH3:20])[C:6](=[O:10])[C:5]=2[O:11][C:12]=1[C:13]1[CH:18]=[CH:17][CH:16]=[CH:15][CH:14]=1, predict the reactants needed to synthesize it. The reactants are: [I:1][C:2]1[C:3](=[O:19])[C:4]2[CH:9]=[CH:8][NH:7][C:6](=[O:10])[C:5]=2[O:11][C:12]=1[C:13]1[CH:18]=[CH:17][CH:16]=[CH:15][CH:14]=1.[C:20](=O)([O-])[O-].[K+].[K+].IC. (10) Given the product [Cl:22][C:16]1[CH:15]=[CH:14][N:13]=[C:12]2[N:8]([CH2:7][C:6]3[CH:18]=[CH:19][C:3]([O:2][CH3:1])=[CH:4][CH:5]=3)[N:9]=[CH:10][C:11]=12, predict the reactants needed to synthesize it. The reactants are: [CH3:1][O:2][C:3]1[CH:19]=[CH:18][C:6]([CH2:7][N:8]2[C:12]3[N:13]=[CH:14][CH:15]=[C:16](O)[C:11]=3[CH:10]=[N:9]2)=[CH:5][CH:4]=1.O=P(Cl)(Cl)[Cl:22].C([O-])(O)=O.[Na+].